The task is: Regression/Classification. Given a drug SMILES string, predict its absorption, distribution, metabolism, or excretion properties. Task type varies by dataset: regression for continuous measurements (e.g., permeability, clearance, half-life) or binary classification for categorical outcomes (e.g., BBB penetration, CYP inhibition). Dataset: cyp3a4_veith.. This data is from CYP3A4 inhibition data for predicting drug metabolism from PubChem BioAssay. (1) The molecule is Cc1cccc(NC(=O)CSc2nc(-c3ccccc3)c(C#N)c(=O)[nH]2)c1C. The result is 0 (non-inhibitor). (2) The compound is O=C(Nc1cc2ccccc2oc1=O)C1CCCCC1. The result is 0 (non-inhibitor). (3) The molecule is COc1ccccc1CNc1ncncc1-c1ccccc1Cl. The result is 1 (inhibitor). (4) The compound is CNc1cnn(-c2ccccc2)c(=O)c1Cl. The result is 0 (non-inhibitor).